Dataset: NCI-60 drug combinations with 297,098 pairs across 59 cell lines. Task: Regression. Given two drug SMILES strings and cell line genomic features, predict the synergy score measuring deviation from expected non-interaction effect. Drug 1: C1CN1P(=S)(N2CC2)N3CC3. Drug 2: CN(CCCl)CCCl.Cl. Cell line: SK-MEL-5. Synergy scores: CSS=14.0, Synergy_ZIP=-6.85, Synergy_Bliss=-3.84, Synergy_Loewe=-21.4, Synergy_HSA=-4.74.